From a dataset of Catalyst prediction with 721,799 reactions and 888 catalyst types from USPTO. Predict which catalyst facilitates the given reaction. (1) Reactant: [CH2:1]([O:8][C:9]([NH:11][C@@H:12]1[CH2:20][C:19]2[C:14](=[CH:15][CH:16]=[C:17]([C:21](OC)=[O:22])[CH:18]=2)[CH2:13]1)=[O:10])[C:2]1[CH:7]=[CH:6][CH:5]=[CH:4][CH:3]=1.[H-].[Al+3].[Li+].[H-].[H-].[H-]. Product: [OH:22][CH2:21][C:17]1[CH:18]=[C:19]2[C:14](=[CH:15][CH:16]=1)[CH2:13][C@H:12]([NH:11][C:9](=[O:10])[O:8][CH2:1][C:2]1[CH:3]=[CH:4][CH:5]=[CH:6][CH:7]=1)[CH2:20]2. The catalyst class is: 1. (2) Reactant: [O:1]1[CH:5]=[CH:4][CH:3]=[C:2]1[C:6]1(O)[C:10]2[C:11]([CH3:31])=[C:12]([N:17]3[CH2:22][CH2:21][N:20]([C:23]4[CH:28]=[CH:27][C:26]([O:29][CH3:30])=[CH:25][CH:24]=4)[CH2:19][CH2:18]3)[C:13]([CH3:16])=[C:14]([CH3:15])[C:9]=2[O:8][C:7]1([CH3:33])[CH3:32]. Product: [O:1]1[CH:5]=[CH:4][CH:3]=[C:2]1[CH:6]1[C:10]2[C:11]([CH3:31])=[C:12]([N:17]3[CH2:18][CH2:19][N:20]([C:23]4[CH:28]=[CH:27][C:26]([O:29][CH3:30])=[CH:25][CH:24]=4)[CH2:21][CH2:22]3)[C:13]([CH3:16])=[C:14]([CH3:15])[C:9]=2[O:8][C:7]1([CH3:33])[CH3:32]. The catalyst class is: 8.